Dataset: Full USPTO retrosynthesis dataset with 1.9M reactions from patents (1976-2016). Task: Predict the reactants needed to synthesize the given product. (1) Given the product [Cl:29][C:14]1[C:15]([NH:19][C:20](=[O:28])[CH2:21][CH:22]2[CH2:27][CH2:26][CH2:25][CH2:24][CH2:23]2)=[C:16]2[C:11](=[CH:12][CH:13]=1)[N:10]=[C:9]([CH2:3][CH2:4][CH2:5][C:6]#[N:7])[CH:18]=[CH:17]2, predict the reactants needed to synthesize it. The reactants are: Br[Zn][CH2:3][CH2:4][CH2:5][C:6]#[N:7].Cl[C:9]1[CH:18]=[CH:17][C:16]2[C:11](=[CH:12][CH:13]=[C:14]([Cl:29])[C:15]=2[NH:19][C:20](=[O:28])[CH2:21][CH:22]2[CH2:27][CH2:26][CH2:25][CH2:24][CH2:23]2)[N:10]=1. (2) The reactants are: [CH:1]1([N:4]([CH2:20][C:21]2[CH:26]=[CH:25][C:24]([O:27][CH3:28])=[CH:23][CH:22]=2)[C:5]2[C:10]3=[N:11][CH:12]=[C:13]([C:14]#[N:15])[N:9]3[N:8]=[C:7](S(C)(=O)=O)[N:6]=2)[CH2:3][CH2:2]1.[C:29]([O:33][C:34](=[O:63])[NH:35][C@@H:36]1[CH2:41][CH2:40][N:39]([C:42]2[CH:47]=[C:46]([C:48]#[N:49])[CH:45]=[C:44]([NH2:50])[C:43]=2[Cl:51])[CH2:38][C@H:37]1[O:52][Si:53]([CH:60]([CH3:62])[CH3:61])([CH:57]([CH3:59])[CH3:58])[CH:54]([CH3:56])[CH3:55])([CH3:32])([CH3:31])[CH3:30]. Given the product [C:29]([O:33][C:34](=[O:63])[NH:35][C@@H:36]1[CH2:41][CH2:40][N:39]([C:42]2[CH:47]=[C:46]([C:48]#[N:49])[CH:45]=[C:44]([NH:50][C:7]3[N:6]=[C:5]([N:4]([CH:1]4[CH2:3][CH2:2]4)[CH2:20][C:21]4[CH:26]=[CH:25][C:24]([O:27][CH3:28])=[CH:23][CH:22]=4)[C:10]4=[N:11][CH:12]=[C:13]([C:14]#[N:15])[N:9]4[N:8]=3)[C:43]=2[Cl:51])[CH2:38][C@H:37]1[O:52][Si:53]([CH:54]([CH3:56])[CH3:55])([CH:57]([CH3:59])[CH3:58])[CH:60]([CH3:61])[CH3:62])([CH3:30])([CH3:31])[CH3:32], predict the reactants needed to synthesize it. (3) Given the product [C:8]1([C:5]2[CH:4]=[CH:3][C:2]([O:1][CH2:18][CH2:19][OH:20])=[CH:7][CH:6]=2)[CH:13]=[CH:12][CH:11]=[CH:10][CH:9]=1, predict the reactants needed to synthesize it. The reactants are: [OH:1][C:2]1[CH:7]=[CH:6][C:5]([C:8]2[CH:13]=[CH:12][CH:11]=[CH:10][CH:9]=2)=[CH:4][CH:3]=1.[OH-].[Na+].O.Cl[CH2:18][CH2:19][OH:20]. (4) Given the product [C:20]([O:19][C:17](=[O:18])[C@@H:16]([NH:15][C:13]([C:11]1[S:12][C:8]([CH:7]([C:30]2[CH:31]=[CH:32][CH:33]=[CH:34][CH:35]=2)[C:1]2[CH:6]=[CH:5][CH:4]=[CH:3][CH:2]=2)=[CH:9][CH:10]=1)=[O:14])[CH2:24][CH2:25][C:26]([OH:28])=[O:27])([CH3:23])([CH3:21])[CH3:22], predict the reactants needed to synthesize it. The reactants are: [C:1]1([CH:7]([C:30]2[CH:35]=[CH:34][CH:33]=[CH:32][CH:31]=2)[C:8]2[S:12][C:11]([C:13]([NH:15][C@@H:16]([CH2:24][CH2:25][C:26]([O:28]C)=[O:27])[C:17]([O:19][C:20]([CH3:23])([CH3:22])[CH3:21])=[O:18])=[O:14])=[CH:10][CH:9]=2)[CH:6]=[CH:5][CH:4]=[CH:3][CH:2]=1.